This data is from Reaction yield outcomes from USPTO patents with 853,638 reactions. The task is: Predict the reaction yield, written as a fraction of the theoretical maximum amount of product (1.0 means a 100% yield; for example, 0.34 means a 34% yield). (1) The reactants are [NH2:1][C:2]1[CH:3]=[C:4]2[C:9](=[CH:10][CH:11]=1)[N:8]=[C:7]([C:12]1[CH:17]=[C:16]([CH3:18])[C:15]([OH:19])=[C:14]([CH3:20])[CH:13]=1)[NH:6][C:5]2=[O:21].[C:22](OC(=O)C)(=[O:24])[CH3:23]. The catalyst is N1C=CC=CC=1. The product is [OH:19][C:15]1[C:16]([CH3:18])=[CH:17][C:12]([C:7]2[NH:6][C:5](=[O:21])[C:4]3[C:9](=[CH:10][CH:11]=[C:2]([NH:1][C:22](=[O:24])[CH3:23])[CH:3]=3)[N:8]=2)=[CH:13][C:14]=1[CH3:20]. The yield is 0.170. (2) The reactants are [Br:1][C:2]1[CH:7]=[CH:6][C:5]([SH:8])=[C:4]([C:9]([F:12])([F:11])[F:10])[CH:3]=1.[C:13]([NH2:17])(=[O:16])[CH:14]=[CH2:15].B([O-])([O-])[O-].B([O-])([O-])[O-].B([O-])([O-])[O-].B([O-])([O-])[O-].[Na+].[Na+].[Na+].[Na+].[Na+].[Na+].[Na+].[Na+].[Na+].[Na+].[Na+].[Na+]. The catalyst is CO.O. The product is [Br:1][C:2]1[CH:7]=[CH:6][C:5]([S:8][CH2:15][CH2:14][C:13]([NH2:17])=[O:16])=[C:4]([C:9]([F:12])([F:10])[F:11])[CH:3]=1. The yield is 0.980. (3) The reactants are Cl[C:2]1[C:11]2[C:6](=[CH:7][C:8]([O:14][CH3:15])=[C:9]([O:12][CH3:13])[CH:10]=2)[N:5]=[CH:4][CH:3]=1.[CH2:16]([CH:23]1[CH2:28][CH2:27][CH2:26][N:25]([C:29]([C:31]2[CH:36]=[CH:35][C:34]([OH:37])=[C:33]([F:38])[CH:32]=2)=[O:30])[CH2:24]1)[C:17]1[CH:22]=[CH:21][CH:20]=[CH:19][CH:18]=1. No catalyst specified. The product is [CH2:16]([CH:23]1[CH2:28][CH2:27][CH2:26][N:25]([C:29]([C:31]2[CH:36]=[CH:35][C:34]([O:37][C:2]3[C:11]4[C:6](=[CH:7][C:8]([O:14][CH3:15])=[C:9]([O:12][CH3:13])[CH:10]=4)[N:5]=[CH:4][CH:3]=3)=[C:33]([F:38])[CH:32]=2)=[O:30])[CH2:24]1)[C:17]1[CH:22]=[CH:21][CH:20]=[CH:19][CH:18]=1. The yield is 0.260. (4) The reactants are [CH3:1][O:2][C:3](=[O:12])[C:4]1[CH:9]=[CH:8][C:7]([CH2:10][OH:11])=[CH:6][CH:5]=1.[CH2:13]1[O:15][CH2:14]1.B(F)(F)F.CCOCC. The yield is 0.170. The product is [CH3:1][O:2][C:3](=[O:12])[C:4]1[CH:9]=[CH:8][C:7]([CH2:10][O:11][CH2:13][CH2:14][OH:15])=[CH:6][CH:5]=1. The catalyst is ClCCl.[Cl-].[Na+].O.